Dataset: Forward reaction prediction with 1.9M reactions from USPTO patents (1976-2016). Task: Predict the product of the given reaction. (1) Given the reactants [CH3:1][O:2][C:3](=[O:15])[C:4]1[C:9]([Cl:10])=[CH:8][CH:7]=[C:6]([CH:11]=[N:12][OH:13])[C:5]=1[F:14].[Cl:16]N1C(=O)CCC1=O.O.CCOC(C)=O, predict the reaction product. The product is: [CH3:1][O:2][C:3](=[O:15])[C:4]1[C:9]([Cl:10])=[CH:8][CH:7]=[C:6]([C:11]([Cl:16])=[N:12][OH:13])[C:5]=1[F:14]. (2) Given the reactants N1([C:6]([N:8]2[CH2:12][CH:11]=[N:10]C2)=[S:7])CC=NC1.[Cl:13][C:14]1[C:19]([S:20][CH3:21])=[C:18]([N:22]2[CH2:27][CH2:26][O:25][CH2:24][CH2:23]2)[N:17]=[C:16]([C:28]2[CH:33]=[CH:32][C:31]([NH2:34])=[CH:30][CH:29]=2)[N:15]=1.[C:35]1(N)[C:36](N)=CC=[CH:39][CH:40]=1, predict the reaction product. The product is: [NH2:10][C:11]1[CH:39]=[CH:40][CH:35]=[CH:36][C:12]=1[NH:8][C:6]([NH:34][C:31]1[CH:32]=[CH:33][C:28]([C:16]2[N:15]=[C:14]([Cl:13])[C:19]([S:20][CH3:21])=[C:18]([N:22]3[CH2:27][CH2:26][O:25][CH2:24][CH2:23]3)[N:17]=2)=[CH:29][CH:30]=1)=[S:7]. (3) Given the reactants [C:1]([O:5][C:6](=[O:24])[NH:7][C@@H:8]([CH:18]1[CH2:22][CH2:21][C:20](=[O:23])[O:19]1)[CH2:9][CH:10]([CH3:17])[CH2:11][CH2:12][CH:13]=C(C)C)([CH3:4])([CH3:3])[CH3:2].C([O-])(O)=[O:26].[Na+].O=[O+][O-].C1(P(C2C=CC=CC=2)C2C=CC=CC=2)C=CC=CC=1, predict the reaction product. The product is: [C:1]([O:5][C:6](=[O:24])[NH:7][C@@H:8]([CH:18]1[CH2:22][CH2:21][C:20](=[O:23])[O:19]1)[CH2:9][CH:10]([CH3:17])[CH2:11][CH2:12][CH:13]=[O:26])([CH3:4])([CH3:3])[CH3:2]. (4) Given the reactants [Br:1][C:2]1[CH:3]=[N:4][NH:5][C:6]=1[C:7]([O:9][CH3:10])=[O:8].[H-].[Na+].Cl[CH2:14][O:15][CH2:16][CH2:17][Si:18]([CH3:21])([CH3:20])[CH3:19], predict the reaction product. The product is: [Br:1][C:2]1[CH:3]=[N:4][N:5]([CH2:14][O:15][CH2:16][CH2:17][Si:18]([CH3:21])([CH3:20])[CH3:19])[C:6]=1[C:7]([O:9][CH3:10])=[O:8]. (5) Given the reactants [BH4-].[Na+].[C:3]1([S:9][CH2:10][C:11](=[O:13])[CH3:12])[CH:8]=[CH:7][CH:6]=[CH:5][CH:4]=1, predict the reaction product. The product is: [C:3]1([S:9][CH2:10][CH:11]([OH:13])[CH3:12])[CH:8]=[CH:7][CH:6]=[CH:5][CH:4]=1. (6) Given the reactants [OH:1][C:2]1[CH:3]=[C:4]2[C:9](=[CH:10][CH:11]=1)[N:8]=[CH:7][N:6]=[CH:5]2.Br[CH:13]([CH2:23][CH3:24])[C:14]([NH:16][C:17]([CH3:22])([CH3:21])[C:18]#[C:19][CH3:20])=[O:15].C(=O)([O-])[O-].[K+].[K+].C(OCC)(=O)C.CCCCCC, predict the reaction product. The product is: [N:8]1[C:9]2[C:4](=[CH:3][C:2]([O:1][CH:13]([CH2:23][CH3:24])[C:14]([NH:16][C:17]([CH3:22])([CH3:21])[C:18]#[C:19][CH3:20])=[O:15])=[CH:11][CH:10]=2)[CH:5]=[N:6][CH:7]=1. (7) Given the reactants [S:1]1[CH:5]=[CH:4][CH:3]=[C:2]1[CH:6]=O.[CH3:8][O:9][CH2:10][CH2:11][NH2:12].[C:13]1(=[O:24])[O:19][C:17](=O)[C:16]2=[CH:20][CH:21]=[CH:22][CH:23]=[C:15]2[CH2:14]1.[N:25]1([C:31]2[CH:37]=[CH:36][C:34]([NH2:35])=[CH:33][CH:32]=2)[CH2:30][CH2:29][CH2:28][CH2:27][CH2:26]1, predict the reaction product. The product is: [CH3:8][O:9][CH2:10][CH2:11][N:12]1[CH:6]([C:2]2[S:1][CH:5]=[CH:4][CH:3]=2)[CH:14]([C:13]([NH:35][C:34]2[CH:33]=[CH:32][C:31]([N:25]3[CH2:30][CH2:29][CH2:28][CH2:27][CH2:26]3)=[CH:37][CH:36]=2)=[O:24])[C:15]2[C:16](=[CH:20][CH:21]=[CH:22][CH:23]=2)[C:17]1=[O:19]. (8) The product is: [C:1]([O:4][C@@H:5]1[C@@H:33]([O:34][C:35](=[O:37])[CH3:36])[C@H:32]([O:38][C:39](=[O:41])[CH3:40])[C@@H:31]([CH2:42][O:43][C:44](=[O:46])[CH3:45])[O:30][C@H:6]1[O:7][C:8]1[CH:13]=[C:12]([O:14][C:15]([O:17][CH3:18])=[O:16])[CH:11]=[C:10]([CH3:19])[C:9]=1[CH2:20][C:21]1[CH:26]=[CH:25][C:24]([NH2:27])=[CH:23][CH:22]=1)(=[O:3])[CH3:2]. Given the reactants [C:1]([O:4][C@@H:5]1[C@@H:33]([O:34][C:35](=[O:37])[CH3:36])[C@H:32]([O:38][C:39](=[O:41])[CH3:40])[C@@H:31]([CH2:42][O:43][C:44](=[O:46])[CH3:45])[O:30][C@H:6]1[O:7][C:8]1[CH:13]=[C:12]([O:14][C:15]([O:17][CH3:18])=[O:16])[CH:11]=[C:10]([CH3:19])[C:9]=1[CH2:20][C:21]1[CH:26]=[CH:25][C:24]([N+:27]([O-])=O)=[CH:23][CH:22]=1)(=[O:3])[CH3:2], predict the reaction product. (9) Given the reactants NC1C=CC(C(OC)=O)=CC=1C.[C:13]([C:16]1[CH:17]=[C:18]2[C:22](=[CH:23][CH:24]=1)[NH:21][C:20]([CH2:25][CH2:26][C:27]([CH3:29])=[CH2:28])=[CH:19]2)([OH:15])=[O:14], predict the reaction product. The product is: [C:13]([C:16]1[CH:17]=[C:18]2[C:22](=[CH:23][CH:24]=1)[NH:21][C:20]([CH2:25][CH2:26][CH:27]([CH3:29])[CH3:28])=[CH:19]2)([OH:15])=[O:14].